Dataset: Reaction yield outcomes from USPTO patents with 853,638 reactions. Task: Predict the reaction yield, written as a fraction of the theoretical maximum amount of product (1.0 means a 100% yield; for example, 0.34 means a 34% yield). (1) The reactants are CO[CH:3](OC)[CH2:4][CH:5](OC)OC.Cl.[Cl:13][C:14]1[CH:23]=[C:22]([O:24][CH2:25][CH3:26])[C:21]([NH:27][NH2:28])=[CH:20][C:15]=1[C:16]([O:18][CH3:19])=[O:17]. The catalyst is CO. The product is [Cl:13][C:14]1[CH:23]=[C:22]([O:24][CH2:25][CH3:26])[C:21]([N:27]2[CH:5]=[CH:4][CH:3]=[N:28]2)=[CH:20][C:15]=1[C:16]([O:18][CH3:19])=[O:17]. The yield is 0.680. (2) The reactants are [C:1]([NH:9][C:10]1[N:15]=[CH:14][N:13]=[C:12]2[N:16]([C@@H:19]3[O:23][C@H:22](/[CH:24]=[CH:25]/[P:26](=[O:33])([O:30]CC)[O:27]CC)[C@@H:21]([OH:34])[C@H:20]3[OH:35])[N:17]=[CH:18][C:11]=12)(=[O:8])[C:2]1[CH:7]=[CH:6][CH:5]=[CH:4][CH:3]=1.N1C(C)=CC=CC=1C.[Si](I)(C)(C)C. The catalyst is CC#N. The product is [C:1]([NH:9][C:10]1[N:15]=[CH:14][N:13]=[C:12]2[N:16]([C@@H:19]3[O:23][C@H:22](/[CH:24]=[CH:25]/[P:26](=[O:27])([OH:30])[OH:33])[C@@H:21]([OH:34])[C@H:20]3[OH:35])[N:17]=[CH:18][C:11]=12)(=[O:8])[C:2]1[CH:3]=[CH:4][CH:5]=[CH:6][CH:7]=1. The yield is 0.350. (3) The reactants are [N:1]([CH:4]([C:12]1[CH:17]=[CH:16][CH:15]=[C:14]([Cl:18])[C:13]=1[Cl:19])[CH2:5][C:6]1[CH:11]=[CH:10][N:9]=[CH:8][CH:7]=1)=[N+]=[N-].ClC1C(Cl)=CC=CC=1C=CC1C=CN=CC=1.C1(P(C2C=CC=CC=2)C2C=CC=CC=2)C=CC=CC=1.[OH-].[K+].Cl. The product is [Cl:19][C:13]1[C:14]([Cl:18])=[CH:15][CH:16]=[CH:17][C:12]=1[CH:4]([NH2:1])[CH2:5][C:6]1[CH:7]=[CH:8][N:9]=[CH:10][CH:11]=1. The catalyst is C1COCC1.O. The yield is 0.600. (4) The reactants are Cl.[NH2:2][CH2:3][C:4]1[CH:13]=[CH:12][CH:11]=[C:10]2[C:5]=1[C:6](=[O:23])[N:7]([CH:15]1[CH2:20][CH2:19][C:18](=[O:21])[NH:17][C:16]1=[O:22])[C:8]([CH3:14])=[N:9]2.[F:24][C:25]([F:36])([F:35])[C:26]1[CH:34]=[CH:33][C:29]([C:30](Cl)=[O:31])=[CH:28][CH:27]=1.C(N(CC)C(C)C)(C)C. The catalyst is C(#N)C. The product is [O:22]=[C:16]1[CH:15]([N:7]2[C:6](=[O:23])[C:5]3[C:10](=[CH:11][CH:12]=[CH:13][C:4]=3[CH2:3][NH:2][C:30](=[O:31])[C:29]3[CH:33]=[CH:34][C:26]([C:25]([F:24])([F:35])[F:36])=[CH:27][CH:28]=3)[N:9]=[C:8]2[CH3:14])[CH2:20][CH2:19][C:18](=[O:21])[NH:17]1. The yield is 0.670. (5) The reactants are [CH:1]([C:3]1[CH:19]=[CH:18][C:6]([O:7][C:8]([CH3:17])([CH3:16])[C:9]([O:11][C:12]([CH3:15])([CH3:14])[CH3:13])=[O:10])=[CH:5][CH:4]=1)=O.[NH2:20][CH:21]([CH2:25][CH3:26])[C:22]([O-:24])=[O:23].[CH2:27](N(CC)CC)C.C(O[BH-](OC(=O)C)OC(=O)C)(=O)C.[Na+]. The catalyst is ClC(Cl)C. The product is [C:12]([O:11][C:9](=[O:10])[C:8]([CH3:17])([CH3:16])[O:7][C:6]1[CH:18]=[CH:19][C:3]([CH2:1][NH:20][CH:21]([CH2:25][CH3:26])[C:22]([O:24][CH3:27])=[O:23])=[CH:4][CH:5]=1)([CH3:15])([CH3:14])[CH3:13]. The yield is 0.890. (6) The yield is 0.560. The product is [CH3:30][NH:34][C:19]1[N:20]=[C:15]([CH2:14][CH2:13][O:12][C:11]2[CH:10]=[C:9]([CH:25]=[CH:24][CH:23]=2)[O:8][CH2:48][C:49](=[O:57])[CH2:50][CH2:51][C:52]([O:54][CH2:55][CH3:56])=[O:53])[CH:16]=[CH:17][CH:18]=1. The catalyst is C1COCC1. The reactants are CC([Si](C(C)C)([O:8][C:9]1[CH:10]=[C:11]([CH:23]=[CH:24][CH:25]=1)[O:12][CH2:13][CH2:14][C:15]1[N:20]=[C:19](CN)[CH:18]=[CH:17][CH:16]=1)C(C)C)C.[F-].[CH2:30]([N+:34](CCCC)(CCCC)CCCC)CCC.Br[CH2:48][C:49](=[O:57])[CH2:50][CH2:51][C:52]([O:54][CH2:55][CH3:56])=[O:53].